This data is from Forward reaction prediction with 1.9M reactions from USPTO patents (1976-2016). The task is: Predict the product of the given reaction. (1) Given the reactants [CH2:1]([OH:7])[CH2:2][CH2:3][CH2:4][CH2:5][CH3:6].[C:8](OC)(=[O:11])[CH:9]=[CH2:10].COCCOCCOCCOCCOC, predict the reaction product. The product is: [C:8]([O:7][CH2:1][CH2:2][CH2:3][CH2:4][CH2:5][CH3:6])(=[O:11])[CH:9]=[CH2:10]. (2) Given the reactants C([O:5][C:6](=[O:35])[C:7]1[CH:12]=[CH:11][C:10]([C:13]2[CH:14]=[N:15][C:16]3[N:17]([C:19]([C:22]4([C:25]5[CH:26]=[C:27]6[C:32](=[CH:33][CH:34]=5)[N:31]=[CH:30][CH:29]=[CH:28]6)[CH2:24][CH2:23]4)=[CH:20][N:21]=3)[CH:18]=2)=[CH:9][CH:8]=1)(C)(C)C.[ClH:36], predict the reaction product. The product is: [N:31]1[C:32]2[C:27](=[CH:26][C:25]([C:22]3([C:19]4[N:17]5[CH:18]=[C:13]([C:10]6[CH:11]=[CH:12][C:7]([C:6]([OH:35])=[O:5])=[CH:8][CH:9]=6)[CH:14]=[N:15][C:16]5=[N:21][CH:20]=4)[CH2:23][CH2:24]3)=[CH:34][CH:33]=2)[CH:28]=[CH:29][CH:30]=1.[ClH:36]. (3) Given the reactants [CH3:1][CH:2]([S:4]([C:7]1[CH:12]=[CH:11][CH:10]=[CH:9][CH:8]=1)(=[O:6])=[O:5])[CH3:3].C([Li])CCC.CO[C:20](Cl)=[O:21], predict the reaction product. The product is: [CH3:1][C:2]1([CH3:3])[S:4](=[O:5])(=[O:6])[C:7]2[CH:12]=[CH:11][CH:10]=[CH:9][C:8]=2[C:20]1=[O:21].